Dataset: Reaction yield outcomes from USPTO patents with 853,638 reactions. Task: Predict the reaction yield, written as a fraction of the theoretical maximum amount of product (1.0 means a 100% yield; for example, 0.34 means a 34% yield). (1) The reactants are [CH2:1]([O:8][C:9]1[CH:14]=[CH:13][C:12]([OH:15])=[CH:11][CH:10]=1)[C:2]1[CH:7]=[CH:6][CH:5]=[CH:4][CH:3]=1.C([Mg]Cl)(C)C.[Cl:21][C:22]1[S:26][C:25]([CH2:27][N:28]2[C:36]3[C:31](=[CH:32][CH:33]=[CH:34][CH:35]=3)[C:30](=[O:37])[C:29]2=[O:38])=[CH:24][CH:23]=1. The catalyst is O1CCCC1. The product is [CH2:1]([O:8][C:9]1[CH:10]=[CH:11][C:12]([OH:15])=[C:13]([C:30]2([OH:37])[C:31]3[C:36](=[CH:35][CH:34]=[CH:33][CH:32]=3)[N:28]([CH2:27][C:25]3[S:26][C:22]([Cl:21])=[CH:23][CH:24]=3)[C:29]2=[O:38])[CH:14]=1)[C:2]1[CH:3]=[CH:4][CH:5]=[CH:6][CH:7]=1. The yield is 0.280. (2) The reactants are [Cl:1][C:2]1[CH:10]=[CH:9][CH:8]=[C:7]2[C:3]=1[C:4]([C:11](=[O:16])[C:12]([F:15])([F:14])[F:13])=[CH:5][NH:6]2.C([O-])([O-])=O.[Cs+].[Cs+].FC(F)(F)S(O[CH2:29][CH2:30][C:31]([F:34])([F:33])[F:32])(=O)=O. The catalyst is CN(C=O)C.O. The product is [Cl:1][C:2]1[CH:10]=[CH:9][CH:8]=[C:7]2[C:3]=1[C:4]([C:11](=[O:16])[C:12]([F:14])([F:15])[F:13])=[CH:5][N:6]2[CH2:29][CH2:30][C:31]([F:34])([F:33])[F:32]. The yield is 0.710. (3) The reactants are C([O:3][C:4](=O)[NH:5][CH2:6][CH2:7][C:8]1[CH:13]=[CH:12][C:11]([C:14]([F:17])([F:16])[F:15])=[C:10]([F:18])[CH:9]=1)C.O=P12OP3(OP(OP(O3)(O1)=O)(=O)O2)=O.O=P(Cl)(Cl)Cl. The yield is 0.280. No catalyst specified. The product is [F:18][C:10]1[C:11]([C:14]([F:17])([F:16])[F:15])=[CH:12][CH:13]=[C:8]2[C:9]=1[C:4](=[O:3])[NH:5][CH2:6][CH2:7]2. (4) The reactants are [F:1][C:2]([F:18])([C:11]1[CH:16]=[CH:15][C:14]([F:17])=[CH:13][N:12]=1)[CH2:3][N:4]1[CH2:9][CH2:8][CH:7]([NH2:10])[CH2:6][CH2:5]1.Cl[C:20]1[C:21]2[CH:28]=[CH:27][NH:26][C:22]=2[N:23]=[CH:24][N:25]=1.CCN(C(C)C)C(C)C. The catalyst is C(O)CCC. The product is [F:18][C:2]([F:1])([C:11]1[CH:16]=[CH:15][C:14]([F:17])=[CH:13][N:12]=1)[CH2:3][N:4]1[CH2:5][CH2:6][CH:7]([NH:10][C:20]2[C:21]3[CH:28]=[CH:27][NH:26][C:22]=3[N:23]=[CH:24][N:25]=2)[CH2:8][CH2:9]1. The yield is 0.380. (5) The reactants are [Br:1][C:2]1[O:6][C:5]([C:7](=O)[CH2:8][C:9](=O)[C:10]([F:13])([F:12])[F:11])=[CH:4][CH:3]=1.[NH:16]([CH2:18][C:19]([O:21][CH2:22][CH3:23])=[O:20])[NH2:17]. The catalyst is CO. The product is [Br:1][C:2]1[O:6][C:5]([C:7]2[N:16]([CH2:18][C:19]([O:21][CH2:22][CH3:23])=[O:20])[N:17]=[C:9]([C:10]([F:13])([F:12])[F:11])[CH:8]=2)=[CH:4][CH:3]=1. The yield is 0.240. (6) The reactants are [F:1][C:2]([F:17])([C:11]1[CH:16]=[CH:15][CH:14]=[CH:13][N:12]=1)[CH2:3][N:4]1[CH2:9][CH2:8][CH:7]([NH2:10])[CH2:6][CH2:5]1.Cl[C:19]1[C:20]2[CH:27]=[CH:26][NH:25][C:21]=2[N:22]=[CH:23][N:24]=1.CCN(C(C)C)C(C)C. The catalyst is C(O)CCC. The product is [F:17][C:2]([F:1])([C:11]1[CH:16]=[CH:15][CH:14]=[CH:13][N:12]=1)[CH2:3][N:4]1[CH2:5][CH2:6][CH:7]([NH:10][C:19]2[C:20]3[CH:27]=[CH:26][NH:25][C:21]=3[N:22]=[CH:23][N:24]=2)[CH2:8][CH2:9]1. The yield is 0.410. (7) The reactants are [Cl:1][C:2]1[CH:7]=[CH:6][C:5]([C:8]([C:19]2[CH:24]=[CH:23][C:22]([NH:25]C(=O)OC(C)(C)C)=[CH:21][CH:20]=2)([N:13]2[CH:17]=[C:16]([Cl:18])[CH:15]=[N:14]2)[C:9]([F:12])([F:11])[F:10])=[CH:4][CH:3]=1.Cl. The catalyst is C(O)C. The product is [Cl:1][C:2]1[CH:3]=[CH:4][C:5]([C:8]([C:19]2[CH:20]=[CH:21][C:22]([NH2:25])=[CH:23][CH:24]=2)([N:13]2[CH:17]=[C:16]([Cl:18])[CH:15]=[N:14]2)[C:9]([F:12])([F:10])[F:11])=[CH:6][CH:7]=1. The yield is 0.750.